This data is from Reaction yield outcomes from USPTO patents with 853,638 reactions. The task is: Predict the reaction yield, written as a fraction of the theoretical maximum amount of product (1.0 means a 100% yield; for example, 0.34 means a 34% yield). The reactants are [CH3:1][C:2]1[C:6]([C:7]2[CH:19]=[N:18][C:17]3[C:16]4[CH:15]=[CH:14][C:13]([CH:20]=[O:21])=[CH:12][C:11]=4[NH:10][C:9]=3[CH:8]=2)=[C:5]([CH3:22])[O:4][N:3]=1.C(=O)([O-])[O-].[Cs+].[Cs+].[CH2:29](Br)[C:30]1[CH:35]=[CH:34][CH:33]=[CH:32][CH:31]=1. The catalyst is CN(C=O)C. The product is [CH2:29]([N:10]1[C:11]2[CH:12]=[C:13]([CH:20]=[O:21])[CH:14]=[CH:15][C:16]=2[C:17]2[N:18]=[CH:19][C:7]([C:6]3[C:2]([CH3:1])=[N:3][O:4][C:5]=3[CH3:22])=[CH:8][C:9]1=2)[C:30]1[CH:35]=[CH:34][CH:33]=[CH:32][CH:31]=1. The yield is 0.310.